Dataset: Full USPTO retrosynthesis dataset with 1.9M reactions from patents (1976-2016). Task: Predict the reactants needed to synthesize the given product. (1) Given the product [C:37]([C:16]1[N:15]=[C:14]([C:12]([NH:11][C@H:9]([C:4]2[CH:5]=[CH:6][C:7]([F:8])=[C:2]([F:1])[CH:3]=2)[CH3:10])=[O:13])[C:19]([NH:20][CH2:21][C:22]2[CH:27]=[CH:26][C:25]([C:40]3[CH:41]=[C:42]4[C:48]([NH:49][CH3:50])=[N:47][NH:46][C:43]4=[N:44][CH:45]=3)=[CH:24][CH:23]=2)=[N:18][CH:17]=1)#[N:38], predict the reactants needed to synthesize it. The reactants are: [F:1][C:2]1[CH:3]=[C:4]([C@@H:9]([NH:11][C:12]([C:14]2[C:19]([NH:20][CH2:21][C:22]3[CH:27]=[CH:26][C:25](B4OC(C)(C)C(C)(C)O4)=[CH:24][CH:23]=3)=[N:18][CH:17]=[C:16]([C:37]#[N:38])[N:15]=2)=[O:13])[CH3:10])[CH:5]=[CH:6][C:7]=1[F:8].Br[C:40]1[CH:41]=[C:42]2[C:48]([NH:49][CH3:50])=[N:47][NH:46][C:43]2=[N:44][CH:45]=1.C([O-])(O)=O.[Na+]. (2) Given the product [CH3:4][OH:8].[Br:11][C:12]1[CH:23]=[CH:22][C:15]([C:16]([C:2]2[CH:7]=[CH:6][CH:5]=[C:4]([O:8][CH2:9][CH3:10])[CH:3]=2)=[O:17])=[CH:14][CH:13]=1, predict the reactants needed to synthesize it. The reactants are: Br[C:2]1[CH:3]=[C:4]([O:8][CH2:9][CH3:10])[CH:5]=[CH:6][CH:7]=1.[Br:11][C:12]1[CH:23]=[CH:22][C:15]([C:16](N(OC)C)=[O:17])=[CH:14][CH:13]=1.